From a dataset of NCI-60 drug combinations with 297,098 pairs across 59 cell lines. Regression. Given two drug SMILES strings and cell line genomic features, predict the synergy score measuring deviation from expected non-interaction effect. Drug 2: CCC1(CC2CC(C3=C(CCN(C2)C1)C4=CC=CC=C4N3)(C5=C(C=C6C(=C5)C78CCN9C7C(C=CC9)(C(C(C8N6C)(C(=O)OC)O)OC(=O)C)CC)OC)C(=O)OC)O.OS(=O)(=O)O. Synergy scores: CSS=26.8, Synergy_ZIP=8.91, Synergy_Bliss=8.86, Synergy_Loewe=-1.53, Synergy_HSA=-1.06. Cell line: HCC-2998. Drug 1: CCC1(CC2CC(C3=C(CCN(C2)C1)C4=CC=CC=C4N3)(C5=C(C=C6C(=C5)C78CCN9C7C(C=CC9)(C(C(C8N6C=O)(C(=O)OC)O)OC(=O)C)CC)OC)C(=O)OC)O.OS(=O)(=O)O.